From a dataset of Forward reaction prediction with 1.9M reactions from USPTO patents (1976-2016). Predict the product of the given reaction. (1) Given the reactants [C:1]([O:9][CH2:10][C@@H:11]1[CH2:15][C@@H:14](OC(OC2C=CC=CC=2)=S)[C@H:13]([N:26]2[C:30]3[N:31]=[C:32]([NH2:36])[NH:33][C:34](=[O:35])[C:29]=3[S:28][C:27]2=[O:37])[O:12]1)(=[O:8])[C:2]1[CH:7]=[CH:6][CH:5]=[CH:4][CH:3]=1.N([C:40]([CH3:44])([CH3:43])[C:41]#N)=N[C:40]([CH3:44])([CH3:43])[C:41]#N.C([Sn](CCCC)(CCCC)CC(C)=C)CCC, predict the reaction product. The product is: [C:1]([O:9][CH2:10][C@@H:11]1[CH2:15][C@@H:14]([CH2:43][C:40]([CH3:44])=[CH2:41])[C@H:13]([N:26]2[C:30]3[N:31]=[C:32]([NH2:36])[NH:33][C:34](=[O:35])[C:29]=3[S:28][C:27]2=[O:37])[O:12]1)(=[O:8])[C:2]1[CH:7]=[CH:6][CH:5]=[CH:4][CH:3]=1. (2) Given the reactants O[C:2]([C:4](F)(F)F)=[O:3].NCC[N:11]1[C:15](=[O:16])C=[CH:13][C:12]1=[O:17].[N:18]1C(C)=CC(C)=CC=1C.CN1[C:32](=[O:33])CCC1, predict the reaction product. The product is: [NH2:18][O:33][CH2:32][C:2]([C:4]1[C:15]([NH:11][C:12](=[O:17])[CH:13]=1)=[O:16])=[O:3].